This data is from Peptide-MHC class I binding affinity with 185,985 pairs from IEDB/IMGT. The task is: Regression. Given a peptide amino acid sequence and an MHC pseudo amino acid sequence, predict their binding affinity value. This is MHC class I binding data. (1) The peptide sequence is YTEGLMHNQ. The MHC is HLA-A01:01 with pseudo-sequence HLA-A01:01. The binding affinity (normalized) is 0. (2) The peptide sequence is QIYAGIKVK. The MHC is HLA-A33:01 with pseudo-sequence HLA-A33:01. The binding affinity (normalized) is 0.240. (3) The peptide sequence is GMIPFFDFA. The MHC is HLA-A03:01 with pseudo-sequence HLA-A03:01. The binding affinity (normalized) is 0.0847. (4) The peptide sequence is QEQLSDTPL. The MHC is HLA-B40:01 with pseudo-sequence HLA-B40:01. The binding affinity (normalized) is 1.00. (5) The peptide sequence is ITSTVTGIL. The MHC is HLA-A24:02 with pseudo-sequence HLA-A24:02. The binding affinity (normalized) is 0.328. (6) The peptide sequence is LLPGFVLTCI. The MHC is HLA-A02:01 with pseudo-sequence HLA-A02:01. The binding affinity (normalized) is 0.878. (7) The peptide sequence is FTLINWRSV. The MHC is HLA-A25:01 with pseudo-sequence HLA-A25:01. The binding affinity (normalized) is 0.0847. (8) The peptide sequence is TVLSFCAFA. The MHC is HLA-A02:03 with pseudo-sequence HLA-A02:03. The binding affinity (normalized) is 0.691.